Dataset: Full USPTO retrosynthesis dataset with 1.9M reactions from patents (1976-2016). Task: Predict the reactants needed to synthesize the given product. (1) Given the product [C:18]([C:16]1[CH:15]=[C:11]([C:12](=[O:13])[NH2:14])[C:10]([O:22][CH3:23])=[C:9]([NH:8][C:62](=[O:63])[NH:61][C:54]2[C:55]3[C:60](=[CH:59][CH:58]=[CH:57][CH:56]=3)[C:51]([O:50][C:48]3[CH:47]=[CH:46][N:45]=[C:44]([NH:43][C:28]4[CH:29]=[C:30]([CH:31]=[C:26]([O:25][CH3:24])[CH:27]=4)[C:32]([NH:33][CH2:34][CH2:35][N:36]4[CH2:37][CH2:38][O:39][CH2:40][CH2:41]4)=[O:42])[CH:49]=3)=[CH:52][CH:53]=2)[CH:17]=1)([CH3:20])([CH3:19])[CH3:21], predict the reactants needed to synthesize it. The reactants are: C(N(CC)CC)C.[NH2:8][C:9]1[C:10]([O:22][CH3:23])=[C:11]([CH:15]=[C:16]([C:18]([CH3:21])([CH3:20])[CH3:19])[CH:17]=1)[C:12]([NH2:14])=[O:13].[CH3:24][O:25][C:26]1[CH:27]=[C:28]([NH:43][C:44]2[CH:49]=[C:48]([O:50][C:51]3[C:60]4[C:55](=[CH:56][CH:57]=[CH:58][CH:59]=4)[C:54]([NH:61][C:62](=O)[O:63]C4C=CC=CC=4)=[CH:53][CH:52]=3)[CH:47]=[CH:46][N:45]=2)[CH:29]=[C:30]([C:32](=[O:42])[NH:33][CH2:34][CH2:35][N:36]2[CH2:41][CH2:40][O:39][CH2:38][CH2:37]2)[CH:31]=1.CN(C=O)C. (2) Given the product [OH:1][CH2:2][CH2:3][C:4]1[CH:9]=[CH:8][C:7]([O:10][C:18](=[O:23])[C:19]([CH3:22])([CH3:21])[CH3:20])=[CH:6][CH:5]=1, predict the reactants needed to synthesize it. The reactants are: [OH:1][CH2:2][CH2:3][C:4]1[CH:9]=[CH:8][C:7]([OH:10])=[CH:6][CH:5]=1.C(N(CC)CC)C.[C:18](Cl)(=[O:23])[C:19]([CH3:22])([CH3:21])[CH3:20]. (3) Given the product [F:1][C:2]([F:34])([F:33])[C:3]1[CH:4]=[C:5]([C@H:13]2[O:17][C:16](=[O:18])[N:15]([CH2:19][C:20]3[CH:25]=[C:24]([C:26]([F:29])([F:28])[F:27])[CH:23]=[CH:22][C:21]=3[CH2:30][Br:36])[C@H:14]2[CH3:32])[CH:6]=[C:7]([C:9]([F:12])([F:11])[F:10])[CH:8]=1, predict the reactants needed to synthesize it. The reactants are: [F:1][C:2]([F:34])([F:33])[C:3]1[CH:4]=[C:5]([C@H:13]2[O:17][C:16](=[O:18])[N:15]([CH2:19][C:20]3[CH:25]=[C:24]([C:26]([F:29])([F:28])[F:27])[CH:23]=[CH:22][C:21]=3[CH2:30]O)[C@H:14]2[CH3:32])[CH:6]=[C:7]([C:9]([F:12])([F:11])[F:10])[CH:8]=1.C(Br)(Br)(Br)[Br:36].C1C=CC(P(C2C=CC=CC=2)C2C=CC=CC=2)=CC=1. (4) Given the product [OH:1][C:2]1([C:6]2[S:7][C:8]([C:11]3[CH:12]=[C:13]([NH:18][C:19]4[N:24]=[C:23]([O:25][C:26]([CH3:35])([CH3:34])[C:27]([OH:29])=[O:28])[CH:22]=[CH:21][N:20]=4)[CH:14]=[C:15]([CH3:17])[CH:16]=3)=[CH:9][N:10]=2)[CH2:5][CH2:4][CH2:3]1, predict the reactants needed to synthesize it. The reactants are: [OH:1][C:2]1([C:6]2[S:7][C:8]([C:11]3[CH:12]=[C:13]([NH:18][C:19]4[N:24]=[C:23]([O:25][C:26]([CH3:35])([CH3:34])[C:27]([O:29]C(C)(C)C)=[O:28])[CH:22]=[CH:21][N:20]=4)[CH:14]=[C:15]([CH3:17])[CH:16]=3)=[CH:9][N:10]=2)[CH2:5][CH2:4][CH2:3]1.FC(F)(F)C(O)=O. (5) Given the product [CH3:24][N:25]([CH3:27])[CH:26]=[C:5]([C:4]([O:3][CH2:1][CH3:2])=[O:21])[C:6]([CH:8]1[CH2:9][CH2:10][N:11]([C:14]([O:16][C:17]([CH3:20])([CH3:19])[CH3:18])=[O:15])[CH2:12][CH2:13]1)=[O:7], predict the reactants needed to synthesize it. The reactants are: [CH2:1]([O:3][C:4](=[O:21])[CH2:5][C:6]([CH:8]1[CH2:13][CH2:12][N:11]([C:14]([O:16][C:17]([CH3:20])([CH3:19])[CH3:18])=[O:15])[CH2:10][CH2:9]1)=[O:7])[CH3:2].CO[CH:24](OC)[N:25]([CH3:27])[CH3:26]. (6) Given the product [Cl:1][C:2]1[CH:22]=[C:6]2[C:5]([C:10](=[O:11])[N:32]([CH2:31][CH2:30][C:25]3[CH:26]=[CH:27][CH:28]=[CH:29][C:24]=3[F:23])[C:8]([C:12]3[CH:17]=[CH:16][CH:15]=[CH:14][C:13]=3[OH:18])=[N:7]2)=[CH:4][CH:3]=1, predict the reactants needed to synthesize it. The reactants are: [Cl:1][C:2]1[CH:3]=[CH:4][C:5]2[C:10](=[O:11])O[C:8]([C:12]3[CH:17]=[CH:16][CH:15]=[CH:14][C:13]=3[O:18]C(=O)C)=[N:7][C:6]=2[CH:22]=1.[F:23][C:24]1[CH:29]=[CH:28][CH:27]=[CH:26][C:25]=1[CH2:30][CH2:31][NH2:32]. (7) Given the product [CH3:1][CH:2]([CH3:18])[CH2:3][NH:4][C:5]1[C:14]2[C:9](=[CH:10][CH:11]=[CH:12][N:13]=2)[N:8]=[CH:7][C:6]=1[NH2:15], predict the reactants needed to synthesize it. The reactants are: [CH3:1][CH:2]([CH3:18])[CH2:3][NH:4][C:5]1[C:14]2[C:9](=[CH:10][CH:11]=[CH:12][N:13]=2)[N:8]=[CH:7][C:6]=1[N+:15]([O-])=O.CC(O)C. (8) Given the product [Cl:1][C:2]1[CH:7]=[C:6]([Cl:8])[CH:5]=[CH:4][C:3]=1[CH:9]([CH3:19])[C:10]([C:12]1[CH:13]=[CH:14][C:15](=[O:18])[NH:16][CH:17]=1)=[O:11], predict the reactants needed to synthesize it. The reactants are: [Cl:1][C:2]1[CH:7]=[C:6]([Cl:8])[CH:5]=[CH:4][C:3]=1[C:9](=[CH2:19])[C:10]([C:12]1[CH:13]=[CH:14][C:15](=[O:18])[NH:16][CH:17]=1)=[O:11]. (9) Given the product [CH2:26]([O:22][C:16]1[CH:17]=[CH:18][C:19]([Cl:21])=[CH:20][C:15]=1[C:14]([NH:13][C:5]1[CH:6]=[C:7]([C:9]([F:10])([F:11])[F:12])[CH:8]=[C:3]([C:2]([F:1])([F:24])[F:25])[CH:4]=1)=[O:23])[C:27]1[CH:32]=[CH:31][CH:30]=[CH:29][CH:28]=1, predict the reactants needed to synthesize it. The reactants are: [F:1][C:2]([F:25])([F:24])[C:3]1[CH:4]=[C:5]([NH:13][C:14](=[O:23])[C:15]2[CH:20]=[C:19]([Cl:21])[CH:18]=[CH:17][C:16]=2[OH:22])[CH:6]=[C:7]([C:9]([F:12])([F:11])[F:10])[CH:8]=1.[CH2:26](Br)[C:27]1[CH:32]=[CH:31][CH:30]=[CH:29][CH:28]=1.C(=O)([O-])[O-].[K+].[K+].